From a dataset of Full USPTO retrosynthesis dataset with 1.9M reactions from patents (1976-2016). Predict the reactants needed to synthesize the given product. (1) Given the product [ClH:26].[Cl:26][C:23]1[CH:24]=[CH:25][C:20]([NH:19][C:17]([C:12]2[C:11]([NH:10][C:8](=[O:9])[C:7]3[CH:27]=[CH:28][C:29]([S:31]([CH3:33])=[O:32])=[CH:30][C:6]=3[O:5][CH2:4][CH2:3][CH2:2][N:1]3[CH2:49][CH2:48][CH2:47][CH2:46]3)=[CH:16][CH:15]=[CH:14][N:13]=2)=[O:18])=[N:21][CH:22]=1, predict the reactants needed to synthesize it. The reactants are: [NH2:1][CH2:2][CH2:3][CH2:4][O:5][C:6]1[CH:30]=[C:29]([S:31]([CH3:33])=[O:32])[CH:28]=[CH:27][C:7]=1[C:8]([NH:10][C:11]1[C:12]([C:17]([NH:19][C:20]2[CH:25]=[CH:24][C:23]([Cl:26])=[CH:22][N:21]=2)=[O:18])=[N:13][CH:14]=[CH:15][CH:16]=1)=[O:9].CN(C=O)C.C([O-])([O-])=O.[K+].[K+].Br[CH2:46][CH2:47][CH2:48][CH2:49]Br. (2) Given the product [Cl:1][C:2]1[S:6][C:5]([C:7]2[N:8]=[C:9]([N:16]3[C:24]4[C:19](=[CH:20][CH:21]=[C:22]([O:25][CH2:26][C:27]([OH:29])=[O:28])[CH:23]=4)[CH2:18][CH2:17]3)[C:10]3[CH2:15][CH2:14][CH2:13][C:11]=3[N:12]=2)=[CH:4][CH:3]=1, predict the reactants needed to synthesize it. The reactants are: [Cl:1][C:2]1[S:6][C:5]([C:7]2[N:8]=[C:9]([N:16]3[C:24]4[C:19](=[CH:20][CH:21]=[C:22]([O:25][CH2:26][C:27]([O:29]CC)=[O:28])[CH:23]=4)[CH2:18][CH2:17]3)[C:10]3[CH2:15][CH2:14][CH2:13][C:11]=3[N:12]=2)=[CH:4][CH:3]=1.C(O)C.[OH-].[Na+]. (3) Given the product [CH2:1]([N:3]([CH2:4][C:5]1[CH:6]=[CH:7][C:8]([C:11]([N:13]2[CH2:19][C:18]3([CH3:21])[CH2:20][CH:14]2[CH2:15][C:16]([CH3:22])([CH3:23])[CH2:17]3)=[O:12])=[CH:9][CH:10]=1)[S:26]([C:25]([F:38])([F:37])[F:24])(=[O:28])=[O:27])[CH3:2], predict the reactants needed to synthesize it. The reactants are: [CH2:1]([NH:3][CH2:4][C:5]1[CH:10]=[CH:9][C:8]([C:11]([N:13]2[CH2:19][C:18]3([CH3:21])[CH2:20][CH:14]2[CH2:15][C:16]([CH3:23])([CH3:22])[CH2:17]3)=[O:12])=[CH:7][CH:6]=1)[CH3:2].[F:24][C:25]([F:38])([F:37])[S:26](O[S:26]([C:25]([F:38])([F:37])[F:24])(=[O:28])=[O:27])(=[O:28])=[O:27].